From a dataset of Catalyst prediction with 721,799 reactions and 888 catalyst types from USPTO. Predict which catalyst facilitates the given reaction. (1) Reactant: [CH3:1][O:2][C:3]1[CH:4]=[C:5]([C:11]2[C:19]3[C:14](=[N:15][CH:16]=[CH:17][CH:18]=3)[NH:13][CH:12]=2)[CH:6]=[CH:7][C:8]=1[O:9][CH3:10].[H-].[Na+].[N+:22]([C:25]1[CH:26]=[C:27]([CH:30]=[CH:31][CH:32]=1)[CH2:28]Cl)([O-:24])=[O:23]. Product: [CH3:1][O:2][C:3]1[CH:4]=[C:5]([C:11]2[C:19]3[C:14](=[N:15][CH:16]=[CH:17][CH:18]=3)[N:13]([CH2:28][C:27]3[CH:30]=[CH:31][CH:32]=[C:25]([N+:22]([O-:24])=[O:23])[CH:26]=3)[CH:12]=2)[CH:6]=[CH:7][C:8]=1[O:9][CH3:10]. The catalyst class is: 3. (2) Reactant: [C:1]([OH:8])(=[O:7])/[CH:2]=[CH:3]/[C:4]([OH:6])=[O:5].[Cl:9][C:10]1[CH:17]=[CH:16][C:13]([C:14]#[N:15])=[C:12]([O:18][C:19]2[CH:24]=[CH:23][CH:22]=[C:21]([CH2:25][N:26]([CH3:28])[CH3:27])[C:20]=2[S:29][CH2:30]C)[CH:11]=1. Product: [C:1]([OH:8])(=[O:7])/[CH:2]=[CH:3]/[C:4]([OH:6])=[O:5].[Cl:9][C:10]1[CH:17]=[CH:16][C:13]([C:14]#[N:15])=[C:12]([O:18][C:19]2[CH:24]=[CH:23][CH:22]=[C:21]([CH2:25][N:26]([CH3:27])[CH3:28])[C:20]=2[S:29][CH3:30])[CH:11]=1. The catalyst class is: 5. (3) Reactant: [CH3:1][NH:2][C@H:3]([CH3:33])[CH2:4][O:5][C:6]1[CH:15]=[CH:14][CH:13]=[C:12]2[C:7]=1[C:8]([NH:16][C:17]1[CH:18]=[C:19]3[C:23](=[CH:24][CH:25]=1)[N:22]([CH2:26][C:27]1[CH:32]=[CH:31][CH:30]=[CH:29][N:28]=1)[N:21]=[CH:20]3)=[N:9][CH:10]=[N:11]2.[C:34]([OH:38])(=O)[CH2:35][OH:36].C(N(C(C)C)CC)(C)C.CN(C(ON1N=NC2C=CC=NC1=2)=[N+](C)C)C.F[P-](F)(F)(F)(F)F. Product: [OH:36][CH2:35][C:34]([N:2]([CH3:1])[C@H:3]([CH3:33])[CH2:4][O:5][C:6]1[CH:15]=[CH:14][CH:13]=[C:12]2[C:7]=1[C:8]([NH:16][C:17]1[CH:18]=[C:19]3[C:23](=[CH:24][CH:25]=1)[N:22]([CH2:26][C:27]1[CH:32]=[CH:31][CH:30]=[CH:29][N:28]=1)[N:21]=[CH:20]3)=[N:9][CH:10]=[N:11]2)=[O:38]. The catalyst class is: 3. (4) Reactant: [OH:1][C:2]1[CH:7]=[CH:6][C:5]([C:8]2[CH:9]=[C:10]3[C:15](=[CH:16][CH:17]=2)[N:14]=[C:13]([C:18]([O:20][CH3:21])=[O:19])[CH:12]=[CH:11]3)=[CH:4][CH:3]=1.[CH:22]1([C:27]2[O:31][N:30]=[C:29]([C:32]3[C:37]([Cl:38])=[CH:36][CH:35]=[CH:34][C:33]=3[Cl:39])[C:28]=2[CH2:40]O)[CH2:26][CH2:25][CH2:24][CH2:23]1.C1(P(C2C=CC=CC=2)C2C=CC=CC=2)C=CC=CC=1.N(C(OC(C)C)=O)=NC(OC(C)C)=O. Product: [CH:22]1([C:27]2[O:31][N:30]=[C:29]([C:32]3[C:37]([Cl:38])=[CH:36][CH:35]=[CH:34][C:33]=3[Cl:39])[C:28]=2[CH2:40][O:1][C:2]2[CH:7]=[CH:6][C:5]([C:8]3[CH:9]=[C:10]4[C:15](=[CH:16][CH:17]=3)[N:14]=[C:13]([C:18]([O:20][CH3:21])=[O:19])[CH:12]=[CH:11]4)=[CH:4][CH:3]=2)[CH2:23][CH2:24][CH2:25][CH2:26]1. The catalyst class is: 4. (5) Reactant: [H-].[Li+].[NH2:3][C:4]1[C:9]2=[C:10]([C:15]3[CH:20]=[CH:19][C:18]([N+:21]([O-:23])=[O:22])=[CH:17][CH:16]=3)[C:11]([CH:13]=O)=[CH:12][N:8]2[N:7]=[CH:6][N:5]=1.C([O-])(O)=O.[Na+].[CH3:29][CH2:30][O:31][C:32]([CH3:34])=[O:33]. Product: [NH2:3][C:4]1[C:9]2=[C:10]([C:15]3[CH:16]=[CH:17][C:18]([N+:21]([O-:23])=[O:22])=[CH:19][CH:20]=3)[C:11](/[CH:13]=[CH:34]/[C:32]([O:31][CH2:30][CH3:29])=[O:33])=[CH:12][N:8]2[N:7]=[CH:6][N:5]=1. The catalyst class is: 1. (6) Product: [F:37][C:34]([F:35])([F:36])[C:29]1[CH:30]=[CH:31][CH:32]=[CH:33][C:28]=1[CH2:27][C:26]([CH:23]1[CH2:22][CH2:21][N:20]([CH2:19][C:14]2[C:13](=[O:12])[NH:18][CH:17]=[CH:16][N:15]=2)[CH2:25][CH2:24]1)=[O:38]. Reactant: Cl.C(OCC)(=O)C.C([O:12][C:13]1[C:14]([CH2:19][N:20]2[CH2:25][CH2:24][CH:23]([C:26](=[O:38])[CH2:27][C:28]3[CH:33]=[CH:32][CH:31]=[CH:30][C:29]=3[C:34]([F:37])([F:36])[F:35])[CH2:22][CH2:21]2)=[N:15][CH:16]=[CH:17][N:18]=1)(C)(C)C.[OH-].[Na+]. The catalyst class is: 4.